The task is: Predict which catalyst facilitates the given reaction.. This data is from Catalyst prediction with 721,799 reactions and 888 catalyst types from USPTO. Reactant: [CH3:1][C:2]([CH3:16])([CH3:15])[CH2:3][CH2:4][C:5]([C:7]1[CH:14]=[CH:13][C:10]([C:11]#[N:12])=[CH:9][CH:8]=1)=[O:6].[CH2:17](O)[CH2:18][OH:19].O.C1(C)C=CC(S(O)(=O)=O)=CC=1. Product: [CH3:1][C:2]([CH3:16])([CH3:15])[CH2:3][CH2:4][C:5]1([C:7]2[CH:8]=[CH:9][C:10]([C:11]#[N:12])=[CH:13][CH:14]=2)[O:19][CH2:18][CH2:17][O:6]1. The catalyst class is: 260.